Task: Predict the product of the given reaction.. Dataset: Forward reaction prediction with 1.9M reactions from USPTO patents (1976-2016) (1) Given the reactants Br[C:2]1[CH:45]=[CH:44][CH:43]=[CH:42][C:3]=1[CH2:4][C:5]1[S:9][C:8]([C:10]2[CH:41]=[C:13]3[N:14]=[C:15]([CH3:40])[C:16]([C@H:29]([O:35][C:36]([CH3:39])([CH3:38])[CH3:37])[C:30]([O:32][CH2:33][CH3:34])=[O:31])=[C:17]([N:18]4[CH2:23][CH2:22][C:21](/[CH:25]=[CH:26]/[CH:27]=[CH2:28])([CH3:24])[CH2:20][CH2:19]4)[N:12]3[N:11]=2)=[N:7][CH:6]=1.[CH2:46]([B-](F)(F)F)[CH2:47][CH:48]=[CH2:49].C([O-])([O-])=O.[Cs+].[Cs+].C1(P(C2CCCCC2)C2C=CC=CC=2C2C(OC(C)C)=CC=CC=2OC(C)C)CCCCC1, predict the reaction product. The product is: [CH2:49]([C:2]1[CH:45]=[CH:44][CH:43]=[CH:42][C:3]=1[CH2:4][C:5]1[S:9][C:8]([C:10]2[CH:41]=[C:13]3[N:14]=[C:15]([CH3:40])[C:16]([C@H:29]([O:35][C:36]([CH3:39])([CH3:38])[CH3:37])[C:30]([O:32][CH2:33][CH3:34])=[O:31])=[C:17]([N:18]4[CH2:23][CH2:22][C:21](/[CH:25]=[CH:26]/[CH:27]=[CH2:28])([CH3:24])[CH2:20][CH2:19]4)[N:12]3[N:11]=2)=[N:7][CH:6]=1)[CH2:48][CH:47]=[CH2:46]. (2) Given the reactants Br[C:2]1[C:7]2[S:8][C:9]([C:11]3[C:16]([F:17])=[CH:15][CH:14]=[CH:13][C:12]=3[Cl:18])=[N:10][C:6]=2[C:5]([F:19])=[CH:4][N:3]=1.[CH3:20][C:21]1[N:26]=[CH:25][N:24]=[C:23]([NH2:27])[CH:22]=1.CC1(C)C2C(=C(P(C3C=CC=CC=3)C3C=CC=CC=3)C=CC=2)OC2C(P(C3C=CC=CC=3)C3C=CC=CC=3)=CC=CC1=2.C([O-])([O-])=O.[Cs+].[Cs+], predict the reaction product. The product is: [Cl:18][C:12]1[CH:13]=[CH:14][CH:15]=[C:16]([F:17])[C:11]=1[C:9]1[S:8][C:7]2[C:2]([NH:27][C:23]3[CH:22]=[C:21]([CH3:20])[N:26]=[CH:25][N:24]=3)=[N:3][CH:4]=[C:5]([F:19])[C:6]=2[N:10]=1. (3) Given the reactants [C:1]([O:5][C:6]([NH:8][CH2:9][C:10]1([C:17]([OH:19])=O)[CH2:12][CH:11]1[CH2:13][CH:14]([CH3:16])[CH3:15])=[O:7])([CH3:4])([CH3:3])[CH3:2].C1C=CC2N(O)N=[N:26]C=2C=1.CN1CCOCC1.C(Cl)CCl, predict the reaction product. The product is: [C:1]([O:5][C:6](=[O:7])[NH:8][CH2:9][C:10]1([C:17](=[O:19])[NH2:26])[CH2:12][CH:11]1[CH2:13][CH:14]([CH3:16])[CH3:15])([CH3:4])([CH3:3])[CH3:2]. (4) Given the reactants C(Cl)(=O)C(Cl)=O.CS(C)=O.[OH:11][CH:12]1[CH2:19][CH2:18][CH:17]2[CH2:20][CH:13]1[CH2:14][N:15]([C:21]([O:23][CH2:24][CH3:25])=[O:22])[CH2:16]2.C(N(CC)CC)C, predict the reaction product. The product is: [O:11]=[C:12]1[CH2:19][CH2:18][CH:17]2[CH2:20][CH:13]1[CH2:14][N:15]([C:21]([O:23][CH2:24][CH3:25])=[O:22])[CH2:16]2.